From a dataset of Forward reaction prediction with 1.9M reactions from USPTO patents (1976-2016). Predict the product of the given reaction. (1) Given the reactants C1(OC([N:10]2[C:18]3[C:13](=[CH:14][CH:15]=[C:16]([NH:19][C:20]([NH:22][C:23]4[CH:28]=[CH:27][C:26]([O:29][C:30]5[CH:35]=[CH:34][N:33]=[C:32]([NH:36][CH2:37][CH2:38][CH2:39][OH:40])[N:31]=5)=[CH:25][CH:24]=4)=[O:21])[CH:17]=3)[C:12]([CH3:42])([CH3:41])[CH2:11]2)=O)C=CC=CC=1, predict the reaction product. The product is: [CH3:41][C:12]1([CH3:42])[C:13]2[C:18](=[CH:17][C:16]([NH:19][C:20]([NH:22][C:23]3[CH:24]=[CH:25][C:26]([O:29][C:30]4[CH:35]=[CH:34][N:33]=[C:32]([NH:36][CH2:37][CH2:38][CH2:39][OH:40])[N:31]=4)=[CH:27][CH:28]=3)=[O:21])=[CH:15][CH:14]=2)[NH:10][CH2:11]1. (2) Given the reactants [C:1]([O:5][C:6](=[O:17])[C:7]1[CH:12]=[C:11]([CH:13]=[CH2:14])[C:10]([CH:15]=[CH2:16])=[N:9][CH:8]=1)([CH3:4])([CH3:3])[CH3:2].CO, predict the reaction product. The product is: [C:1]([O:5][C:6](=[O:17])[C:7]1[CH:12]=[C:11]([CH2:13][CH3:14])[C:10]([CH2:15][CH3:16])=[N:9][CH:8]=1)([CH3:3])([CH3:4])[CH3:2]. (3) Given the reactants [O:1]1[C:6]2[CH:7]=[CH:8][C:9]([O:11][CH:12]3[CH2:17][CH2:16][NH:15][CH2:14][CH2:13]3)=[CH:10][C:5]=2[O:4][CH2:3][CH2:2]1.[H-].[Na+].C(OC([N:27]1[C:31]2=[N:32][CH:33]=[C:34]([C:36]#[N:37])[CH:35]=[C:30]2[C:29]([CH2:38][CH2:39][CH2:40][CH2:41]OS(C)(=O)=O)=[CH:28]1)=O)(C)(C)C, predict the reaction product. The product is: [O:1]1[C:6]2[CH:7]=[CH:8][C:9]([O:11][CH:12]3[CH2:17][CH2:16][N:15]([CH2:41][CH2:40][CH2:39][CH2:38][C:29]4[C:30]5[C:31](=[N:32][CH:33]=[C:34]([C:36]#[N:37])[CH:35]=5)[NH:27][CH:28]=4)[CH2:14][CH2:13]3)=[CH:10][C:5]=2[O:4][CH2:3][CH2:2]1. (4) Given the reactants [N:1]1([CH:7]2[CH2:12][CH2:11][N:10]([CH2:13][C:14]3[C:15]([C:27]4[CH:32]=[CH:31][CH:30]=[CH:29][CH:28]=4)=[N:16][C:17]4[C:22]([C:23]=3[C:24](O)=[O:25])=[CH:21][CH:20]=[CH:19][CH:18]=4)[CH2:9][CH2:8]2)[CH2:6][CH2:5][CH2:4][CH2:3][CH2:2]1.CN(C(ON1N=NC2C=CC=CC1=2)=[N+](C)C)C.F[P-](F)(F)(F)(F)F.C(N(CC)CC)C.[OH:64][C:65]1[CH:66]=[C:67]([CH:70]=[CH:71][CH:72]=1)[CH2:68][NH2:69], predict the reaction product. The product is: [OH:64][C:65]1[CH:66]=[C:67]([CH:70]=[CH:71][CH:72]=1)[CH2:68][NH:69][C:24]([C:23]1[C:22]2[C:17](=[CH:18][CH:19]=[CH:20][CH:21]=2)[N:16]=[C:15]([C:27]2[CH:32]=[CH:31][CH:30]=[CH:29][CH:28]=2)[C:14]=1[CH2:13][N:10]1[CH2:11][CH2:12][CH:7]([N:1]2[CH2:2][CH2:3][CH2:4][CH2:5][CH2:6]2)[CH2:8][CH2:9]1)=[O:25]. (5) The product is: [Cl:1][C:2]1[C:3]([C:26]([F:29])([F:28])[F:27])=[CH:4][C:5]2[N:11]([CH:12]3[CH2:17][CH2:16][N:15]([C:18]([O:20][C:21]([CH3:24])([CH3:23])[CH3:22])=[O:19])[CH2:14][CH2:13]3)[C:9](=[O:10])[NH:8][C:6]=2[CH:7]=1. Given the reactants [Cl:1][C:2]1[C:3]([C:26]([F:29])([F:28])[F:27])=[CH:4][C:5](I)=[C:6]([NH:8][C:9]([NH:11][CH:12]2[CH2:17][CH2:16][N:15]([C:18]([O:20][C:21]([CH3:24])([CH3:23])[CH3:22])=[O:19])[CH2:14][CH2:13]2)=[O:10])[CH:7]=1, predict the reaction product. (6) The product is: [C:6]([C@@H:4]([C@H:2]([C:1]([OH:10])=[O:9])[OH:3])[OH:5])([OH:8])=[O:7].[OH:11][C:12]([CH3:31])([CH3:30])[CH2:13][CH2:14][N:15]([CH2:25][CH:26]1[CH2:29][NH:28][CH2:27]1)[CH2:16][C:17]1[CH:22]=[CH:21][C:20]([Cl:23])=[CH:19][C:18]=1[Cl:24]. Given the reactants [C:1]([OH:10])(=[O:9])[C@@H:2]([C@H:4]([C:6]([OH:8])=[O:7])[OH:5])[OH:3].[OH:11][C:12]([CH3:31])([CH3:30])[CH2:13][CH2:14][N:15]([CH2:25][CH:26]1[CH2:29][NH:28][CH2:27]1)[CH2:16][C:17]1[CH:22]=[CH:21][C:20]([Cl:23])=[CH:19][C:18]=1[Cl:24], predict the reaction product. (7) Given the reactants [H-].[Na+].[NH2:3][C:4]1[S:5][CH:6]=[C:7]([C:9]2[CH:14]=[CH:13][C:12]([Cl:15])=[CH:11][CH:10]=2)[N:8]=1.C([O-])([O-])=O.[K+].[K+].[CH2:22](Br)[C:23]1[CH:28]=[CH:27][CH:26]=[CH:25][CH:24]=1, predict the reaction product. The product is: [CH2:22]([NH:3][C:4]1[S:5][CH:6]=[C:7]([C:9]2[CH:10]=[CH:11][C:12]([Cl:15])=[CH:13][CH:14]=2)[N:8]=1)[C:23]1[CH:28]=[CH:27][CH:26]=[CH:25][CH:24]=1.